From a dataset of Full USPTO retrosynthesis dataset with 1.9M reactions from patents (1976-2016). Predict the reactants needed to synthesize the given product. (1) Given the product [CH2:1]([C:3]([C:6]1[CH:11]=[CH:10][C:9]([O:12][C:36](=[O:41])[C:37]([CH3:40])([CH3:39])[CH3:38])=[C:8]([CH3:13])[CH:7]=1)([C:14]1[CH:19]=[CH:18][C:17]([O:20][S:21]([C:24]([F:26])([F:25])[F:27])(=[O:23])=[O:22])=[C:16]([CH3:28])[CH:15]=1)[CH2:4][CH3:5])[CH3:2], predict the reactants needed to synthesize it. The reactants are: [CH2:1]([C:3]([C:14]1[CH:19]=[CH:18][C:17]([O:20][S:21]([C:24]([F:27])([F:26])[F:25])(=[O:23])=[O:22])=[C:16]([CH3:28])[CH:15]=1)([C:6]1[CH:11]=[CH:10][C:9]([OH:12])=[C:8]([CH3:13])[CH:7]=1)[CH2:4][CH3:5])[CH3:2].CCN(CC)CC.[C:36](Cl)(=[O:41])[C:37]([CH3:40])([CH3:39])[CH3:38].O. (2) Given the product [OH:24][CH2:3][CH2:2][CH2:1][O:5][CH2:9][C:10]1[CH:22]=[CH:21][CH:20]=[C:19]([CH3:23])[C:11]=1[C:12]([O:14][C:15]([CH3:18])([CH3:17])[CH3:16])=[O:13], predict the reactants needed to synthesize it. The reactants are: [CH:1]([OH:5])(O)[CH2:2][CH3:3].[H-].[Na+].Br[CH2:9][C:10]1[CH:22]=[CH:21][CH:20]=[C:19]([CH3:23])[C:11]=1[C:12]([O:14][C:15]([CH3:18])([CH3:17])[CH3:16])=[O:13].[OH2:24]. (3) The reactants are: Br[CH2:2][C:3]1[CH:8]=[CH:7][CH:6]=[C:5]([O:9][CH:10]([CH3:12])[CH3:11])[CH:4]=1.[F:13][C:14]1[CH:15]=[C:16]([N:20]2[C@@:24]3([CH2:29][CH2:28][NH:27][C@@H:26]([CH3:30])[CH2:25]3)[CH2:23][NH:22][S:21]2(=[O:32])=[O:31])[CH:17]=[CH:18][CH:19]=1.C(=O)([O-])[O-].[Cs+].[Cs+]. Given the product [F:13][C:14]1[CH:15]=[C:16]([N:20]2[C@@:24]3([CH2:29][CH2:28][N:27]([CH2:2][C:3]4[CH:8]=[CH:7][CH:6]=[C:5]([O:9][CH:10]([CH3:12])[CH3:11])[CH:4]=4)[C@@H:26]([CH3:30])[CH2:25]3)[CH2:23][NH:22][S:21]2(=[O:32])=[O:31])[CH:17]=[CH:18][CH:19]=1, predict the reactants needed to synthesize it. (4) The reactants are: [N+:1]([C:4]1[CH:5]=[CH:6][C:7]2[O:8][CH2:9][C:10](=O)[NH:11][C:12]=2[N:13]=1)([O-:3])=[O:2]. Given the product [N+:1]([C:4]1[CH:5]=[CH:6][C:7]2[O:8][CH2:9][CH:10]=[N:11][C:12]=2[N:13]=1)([O-:3])=[O:2], predict the reactants needed to synthesize it. (5) Given the product [C:4]1(=[O:5])[O:6][C:1](=[O:7])[CH:2]=[CH:3]1.[C:8]1([C:14]2[C:15]3([CH2:21][CH3:22])[CH2:20][CH:18]([CH:19]=2)[CH2:17][CH2:16]3)[CH:13]=[CH:12][CH:11]=[CH:10][CH:9]=1, predict the reactants needed to synthesize it. The reactants are: [C:1]1(=[O:7])[O:6][C:4](=[O:5])[CH:3]=[CH:2]1.[C:8]1([C:14]2[C:15]3([CH2:21][CH3:22])[CH2:20][CH:18]([CH:19]=2)[CH2:17][CH2:16]3)[CH:13]=[CH:12][CH:11]=[CH:10][CH:9]=1.CC(N=NC(C#N)(C)C)(C#N)C.[OH-].[Na+].CO. (6) Given the product [CH:1]1([N:4]2[CH2:9][CH2:8][N:7]([C:10]3[S:11][C:12]4[CH:18]=[C:17]([CH2:19][N:23]([CH3:24])[CH3:22])[CH:16]=[CH:15][C:13]=4[N:14]=3)[CH2:6][CH2:5]2)[CH2:3][CH2:2]1, predict the reactants needed to synthesize it. The reactants are: [CH:1]1([N:4]2[CH2:9][CH2:8][N:7]([C:10]3[S:11][C:12]4[CH:18]=[C:17]([CH:19]=O)[CH:16]=[CH:15][C:13]=4[N:14]=3)[CH2:6][CH2:5]2)[CH2:3][CH2:2]1.Cl.[CH3:22][NH:23][CH3:24].C(O)(=O)C.[BH3-]C#N.[Na+]. (7) The reactants are: [NH2:1][C:2]1[CH:6]=CNN=1.CO[C:9](=[O:18])[C:10]1[CH:15]=[CH:14][CH:13]=[CH:12][C:11]=1[CH2:16][CH3:17]. Given the product [CH2:16]([C:11]1[CH:12]=[CH:13][CH:14]=[CH:15][C:10]=1[C:9](=[O:18])[CH2:6][C:2]#[N:1])[CH3:17], predict the reactants needed to synthesize it.